This data is from Catalyst prediction with 721,799 reactions and 888 catalyst types from USPTO. The task is: Predict which catalyst facilitates the given reaction. (1) The catalyst class is: 248. Reactant: [Br:1][C:2]1[O:6][C:5]([C:7]([OH:9])=O)=[CH:4][CH:3]=1.[F:10][C:11]1[CH:17]=[CH:16][CH:15]=[C:14]([F:18])[C:12]=1[NH2:13].CCN(C(C)C)C(C)C.CN(C(ON1N=NC2C=CC=NC1=2)=[N+](C)C)C.F[P-](F)(F)(F)(F)F. Product: [Br:1][C:2]1[O:6][C:5]([C:7]([NH:13][C:12]2[C:11]([F:10])=[CH:17][CH:16]=[CH:15][C:14]=2[F:18])=[O:9])=[CH:4][CH:3]=1. (2) Reactant: [Cl:1][C:2]1[CH:3]=[C:4](/[CH:9]=[CH:10]/[C:11]([N:13]2[CH2:19][CH2:18][C:17](=[O:20])[NH:16][CH2:15][CH2:14]2)=[O:12])[CH:5]=[CH:6][C:7]=1[Cl:8].Br[CH2:22][CH2:23][C:24]([N:26]([O:28][CH3:29])[CH3:27])=[O:25].[H-].[Na+].OS([O-])(=O)=O.[K+]. Product: [Cl:1][C:2]1[CH:3]=[C:4](/[CH:9]=[CH:10]/[C:11]([N:13]2[CH2:19][CH2:18][C:17](=[O:20])[N:16]([CH2:22][CH2:23][C:24]([N:26]([O:28][CH3:29])[CH3:27])=[O:25])[CH2:15][CH2:14]2)=[O:12])[CH:5]=[CH:6][C:7]=1[Cl:8]. The catalyst class is: 1. (3) Reactant: [C:1]([O:5][C:6](=[O:53])[NH:7][C@@H:8]([C:19](=[O:52])[NH:20][C@H:21]1[CH2:26][CH2:25][C@H:24]([NH:27][C:28]2[CH:33]=[C:32]([N:34]3[C:38]4[CH:39]=[CH:40][CH:41]=[CH:42][C:37]=4[N:36]=[C:35]3[CH:43]([F:45])[F:44])[N:31]=[C:30]([N:46]3[CH2:51][CH2:50][O:49][CH2:48][CH2:47]3)[N:29]=2)[CH2:23][CH2:22]1)[CH2:9][CH2:10][O:11]CC1C=CC=CC=1)([CH3:4])([CH3:3])[CH3:2]. Product: [C:1]([O:5][C:6](=[O:53])[NH:7][C@@H:8]([C:19](=[O:52])[NH:20][C@H:21]1[CH2:22][CH2:23][C@H:24]([NH:27][C:28]2[CH:33]=[C:32]([N:34]3[C:38]4[CH:39]=[CH:40][CH:41]=[CH:42][C:37]=4[N:36]=[C:35]3[CH:43]([F:45])[F:44])[N:31]=[C:30]([N:46]3[CH2:51][CH2:50][O:49][CH2:48][CH2:47]3)[N:29]=2)[CH2:25][CH2:26]1)[CH2:9][CH2:10][OH:11])([CH3:4])([CH3:2])[CH3:3]. The catalyst class is: 129. (4) Product: [CH2:1]([S:3][CH2:4][N:5]1[C:14]2[C:9](=[CH:10][CH:11]=[CH:12][N:13]=2)[CH:8]=[C:7]([C:15]([OH:17])=[O:16])[C:6]1=[O:19])[CH3:2]. Reactant: [CH2:1]([S:3][CH2:4][N:5]1[C:14]2[C:9](=[CH:10][CH:11]=[CH:12][N:13]=2)[CH:8]=[C:7]([C:15]([O:17]C)=[O:16])[C:6]1=[O:19])[CH3:2].Cl. The catalyst class is: 12. (5) Reactant: [OH:1][NH2:2].C(O[C:6](=[O:34])[CH2:7][CH2:8][CH2:9][CH2:10][CH2:11][CH2:12][N:13]([C:20]1[CH:25]=[C:24]([O:26][CH2:27][C:28]2[CH:33]=[CH:32][CH:31]=[CH:30][CH:29]=2)[CH:23]=[CH:22][N:21]=1)[C:14]1[CH:19]=[CH:18][CH:17]=[CH:16][N:15]=1)C. Product: [OH:1][NH:2][C:6](=[O:34])[CH2:7][CH2:8][CH2:9][CH2:10][CH2:11][CH2:12][N:13]([C:20]1[CH:25]=[C:24]([O:26][CH2:27][C:28]2[CH:29]=[CH:30][CH:31]=[CH:32][CH:33]=2)[CH:23]=[CH:22][N:21]=1)[C:14]1[CH:19]=[CH:18][CH:17]=[CH:16][N:15]=1. The catalyst class is: 121. (6) Reactant: Br[C:2]1[CH:3]=[C:4]2[N:23]([CH3:24])[CH:22]=[CH:21][C:5]2=[N:6][C:7]=1[C@@H:8]([NH:10][C:11](=[O:20])[O:12][CH2:13][C:14]1[CH:19]=[CH:18][CH:17]=[CH:16][CH:15]=1)[CH3:9].CC1(C)C(C)(C)OB([C:33]2[CH2:34][N:35]([C:38]([O:40][C:41]([CH3:44])([CH3:43])[CH3:42])=[O:39])[CH2:36][CH:37]=2)O1.C([O-])([O-])=O.[K+].[K+]. Product: [CH2:13]([O:12][C:11]([NH:10][C@H:8]([C:7]1[N:6]=[C:5]2[CH:21]=[CH:22][N:23]([CH3:24])[C:4]2=[CH:3][C:2]=1[C:37]1[CH2:36][N:35]([C:38]([O:40][C:41]([CH3:44])([CH3:43])[CH3:42])=[O:39])[CH2:34][CH:33]=1)[CH3:9])=[O:20])[C:14]1[CH:19]=[CH:18][CH:17]=[CH:16][CH:15]=1. The catalyst class is: 151. (7) Reactant: C1C2C(C[O:15][C:16](NOCC(O)=O)=[O:17])C3C(=CC=CC=3)C=2C=CC=1.O.[OH:25][C:26]1[C:34]2N=NNC=2C=C[CH:27]=1.[CH2:47]1CC[CH:44]([N:43]=C=[N:43][CH:44]2[CH2:49][CH2:48][CH2:47]CC2)[CH2:49][CH2:48]1.[CH3:50]C#N.C[N:54]([CH:56]=[O:57])[CH3:55]. Product: [C:26]([O:25][C:56]([NH:54][C@H:55]([C:16]([OH:17])=[O:15])[CH2:47][CH2:48][CH2:49][CH2:44][NH2:43])=[O:57])([CH3:34])([CH3:50])[CH3:27]. The catalyst class is: 3. (8) Reactant: [N:1]([C:4]1[C:13]([F:14])=[C:12]([F:15])[C:7]([C:8]([O:10]C)=[O:9])=[C:6]([F:16])[C:5]=1[F:17])=[N+:2]=[N-:3].[OH-].[Na+].Cl. Product: [N:1]([C:4]1[C:5]([F:17])=[C:6]([F:16])[C:7]([C:8]([OH:10])=[O:9])=[C:12]([F:15])[C:13]=1[F:14])=[N+:2]=[N-:3]. The catalyst class is: 5. (9) Reactant: [CH2:1]([N:8]1[C@@H:13]2[C@@H:14]([OH:16])[CH2:15][C@@:9]1([C:33]1[CH:38]=[CH:37][CH:36]=[CH:35][CH:34]=1)[C@H:10]([O:17][CH2:18][C:19]1[CH:24]=[C:23]([C:25]([F:28])([F:27])[F:26])[CH:22]=[C:21]([C:29]([F:32])([F:31])[F:30])[CH:20]=1)[CH2:11][CH2:12]2)[C:2]1[CH:7]=[CH:6][CH:5]=[CH:4][CH:3]=1.[CH3:39]I.[H-].[Na+]. Product: [CH2:1]([N:8]1[C@@H:13]2[C@@H:14]([O:16][CH3:39])[CH2:15][C@@:9]1([C:33]1[CH:38]=[CH:37][CH:36]=[CH:35][CH:34]=1)[C@H:10]([O:17][CH2:18][C:19]1[CH:24]=[C:23]([C:25]([F:27])([F:28])[F:26])[CH:22]=[C:21]([C:29]([F:30])([F:31])[F:32])[CH:20]=1)[CH2:11][CH2:12]2)[C:2]1[CH:7]=[CH:6][CH:5]=[CH:4][CH:3]=1. The catalyst class is: 1. (10) Reactant: C(N1C=CN=C1)(N1C=CN=C1)=O.[CH:13]1([C:19]2[C:20]3[CH:21]=[CH:22][C:23]([C:43](O)=[O:44])=[CH:24][C:25]=3[N:26]3[CH2:32][C:31]([C:33]([O:35][CH3:36])=[O:34])=[CH:30][C:29]4[CH:37]=[C:38]([O:41][CH3:42])[CH:39]=[CH:40][C:28]=4[C:27]=23)[CH2:18][CH2:17][CH2:16][CH2:15][CH2:14]1.[CH:46]1([S:49]([NH2:52])(=[O:51])=[O:50])[CH2:48][CH2:47]1.C1CCN2C(=NCCC2)CC1. Product: [CH:13]1([C:19]2[C:20]3[CH:21]=[CH:22][C:23]([C:43](=[O:44])[NH:52][S:49]([CH:46]4[CH2:48][CH2:47]4)(=[O:51])=[O:50])=[CH:24][C:25]=3[N:26]3[CH2:32][C:31]([C:33]([O:35][CH3:36])=[O:34])=[CH:30][C:29]4[CH:37]=[C:38]([O:41][CH3:42])[CH:39]=[CH:40][C:28]=4[C:27]=23)[CH2:18][CH2:17][CH2:16][CH2:15][CH2:14]1. The catalyst class is: 49.